From a dataset of Forward reaction prediction with 1.9M reactions from USPTO patents (1976-2016). Predict the product of the given reaction. (1) The product is: [CH2:3]([C@@H:2]([C:1]([N:8]1[C@@H:12]([CH2:13][C:14]2[CH:19]=[CH:18][CH:17]=[CH:16][CH:15]=2)[CH2:11][O:10][C:9]1=[O:20])=[O:7])[CH2:32][C:33]([O:35][CH3:36])=[O:34])[CH2:4][CH2:5][CH3:6]. Given the reactants [C:1]([N:8]1[C@@H:12]([CH2:13][C:14]2[CH:19]=[CH:18][CH:17]=[CH:16][CH:15]=2)[CH2:11][O:10][C:9]1=[O:20])(=[O:7])[CH2:2][CH2:3][CH2:4][CH2:5][CH3:6].C[Si]([N-][Si](C)(C)C)(C)C.[Na+].Br[CH2:32][C:33]([O:35][CH3:36])=[O:34], predict the reaction product. (2) Given the reactants [N:1]1[C:14]2[C:5](=[C:6]3[C:11](=[CH:12][CH:13]=2)[CH2:10][CH2:9][CH:8]([CH2:15]OS(C2C=CC(C)=CC=2)(=O)=O)[O:7]3)[CH:4]=[CH:3][CH:2]=1.[F:27][C:28]1[CH:29]=[C:30]2[C:34](=[CH:35][CH:36]=1)[NH:33][CH:32]=[C:31]2[C:37]1[CH2:38][CH2:39][NH:40][CH2:41][CH:42]=1, predict the reaction product. The product is: [F:27][C:28]1[CH:29]=[C:30]2[C:34](=[CH:35][CH:36]=1)[NH:33][CH:32]=[C:31]2[C:37]1[CH2:38][CH2:39][N:40]([CH2:15][CH:8]2[CH2:9][CH2:10][C:11]3[C:6](=[C:5]4[C:14](=[CH:13][CH:12]=3)[N:1]=[CH:2][CH:3]=[CH:4]4)[O:7]2)[CH2:41][CH:42]=1. (3) Given the reactants Br[C:2]1[CH:3]=[C:4]([C@@H:8]([C:16]2[CH:21]=[CH:20][CH:19]=[CH:18][CH:17]=2)[NH:9][S@@:10]([C:12]([CH3:15])([CH3:14])[CH3:13])=[O:11])[CH:5]=[CH:6][CH:7]=1.[CH3:22][PH:23]([O-])([O-:27])[O:24][CH2:25][CH3:26].CCN(CC)CC, predict the reaction product. The product is: [CH3:13][C:12]([CH3:15])([S@:10]([NH:9][C@H:8]([C:16]1[CH:21]=[CH:20][CH:19]=[CH:18][CH:17]=1)[C:4]1[CH:3]=[C:2]([P:23]([CH3:22])(=[O:27])[O:24][CH2:25][CH3:26])[CH:7]=[CH:6][CH:5]=1)=[O:11])[CH3:14]. (4) Given the reactants Br[CH2:2][C:3]([C:5]1[CH:10]=[CH:9][C:8]([Br:11])=[C:7]([F:12])[CH:6]=1)=[O:4].[BH4-].[Na+].C[O-].[Na+].COC(C)(C)C, predict the reaction product. The product is: [Br:11][C:8]1[CH:9]=[CH:10][C:5]([CH:3]2[CH2:2][O:4]2)=[CH:6][C:7]=1[F:12]. (5) Given the reactants [C:1]([O:5][C:6](=[O:16])[NH:7][CH2:8][C:9]1[CH:14]=[CH:13][CH:12]=[CH:11][C:10]=1Br)([CH3:4])([CH3:3])[CH3:2].[C:17]([O:21][CH3:22])(=[O:20])[CH:18]=[CH2:19], predict the reaction product. The product is: [CH3:22][O:21][C:17](=[O:20])[CH:18]=[CH:19][C:10]1[CH:11]=[CH:12][CH:13]=[CH:14][C:9]=1[CH2:8][NH:7][C:6]([O:5][C:1]([CH3:4])([CH3:3])[CH3:2])=[O:16]. (6) Given the reactants [Br:1][C:2]1[C:10]([OH:11])=[CH:9][CH:8]=[C:7]([OH:12])[C:3]=1[CH:4]=[N:5]O.[C:13]([O-:16])(=O)[CH3:14].[Na+].[CH3:18][C:19](OC(C)=O)=[O:20], predict the reaction product. The product is: [Br:1][C:2]1[C:3]([C:4]#[N:5])=[C:7]([O:12][C:19]([CH3:18])=[O:20])[CH:8]=[CH:9][C:10]=1[O:11][C:13]([CH3:14])=[O:16]. (7) The product is: [N:11]1[CH:12]=[CH:13][CH:14]=[CH:15][C:10]=1[S:9][CH2:8][C:7]1[CH:16]=[CH:17][C:4]([NH2:1])=[CH:5][CH:6]=1. Given the reactants [N+:1]([C:4]1[CH:17]=[CH:16][C:7]([CH2:8][S:9][C:10]2[CH:15]=[CH:14][CH:13]=[CH:12][N:11]=2)=[CH:6][CH:5]=1)([O-])=O, predict the reaction product.